From a dataset of Reaction yield outcomes from USPTO patents with 853,638 reactions. Predict the reaction yield, written as a fraction of the theoretical maximum amount of product (1.0 means a 100% yield; for example, 0.34 means a 34% yield). (1) The reactants are [C:1]([O:5][C:6]([N:8]1[C:13]2[CH:14]=[C:15]([Cl:24])[C:16]([N+:21]([O-:23])=[O:22])=[C:17]([N+:18]([O-:20])=[O:19])[C:12]=2[O:11][CH:10]([C:25]([OH:27])=O)[CH2:9]1)=[O:7])([CH3:4])([CH3:3])[CH3:2].CCN=C=NCCCN(C)C.C1C=CC2N(O)N=NC=2C=1.CCN(C(C)C)C(C)C.[F:58][C:59]1[CH:73]=[CH:72][C:62]([CH2:63][C:64]2([C:70]#[N:71])[CH2:69][CH2:68][NH:67][CH2:66][CH2:65]2)=[CH:61][CH:60]=1. The catalyst is CN(C=O)C. The product is [C:1]([O:5][C:6]([N:8]1[C:13]2[CH:14]=[C:15]([Cl:24])[C:16]([N+:21]([O-:23])=[O:22])=[C:17]([N+:18]([O-:20])=[O:19])[C:12]=2[O:11][CH:10]([C:25]([N:67]2[CH2:68][CH2:69][C:64]([C:70]#[N:71])([CH2:63][C:62]3[CH:61]=[CH:60][C:59]([F:58])=[CH:73][CH:72]=3)[CH2:65][CH2:66]2)=[O:27])[CH2:9]1)=[O:7])([CH3:4])([CH3:3])[CH3:2]. The yield is 0.519. (2) The reactants are [Cl:1][C:2]1[CH:7]=[C:6]([C:8]([F:11])([F:10])[F:9])[CH:5]=[C:4]([Cl:12])[C:3]=1[NH:13][NH2:14].[Cl:15][C:16]1([Cl:23])[CH2:18][C:17]1([CH3:22])[C:19](O)=[O:20]. The catalyst is C(Cl)Cl. The product is [Cl:1][C:2]1[CH:7]=[C:6]([C:8]([F:9])([F:11])[F:10])[CH:5]=[C:4]([Cl:12])[C:3]=1[N:13]([C:19]([C:17]1([CH3:22])[CH2:18][C:16]1([Cl:23])[Cl:15])=[O:20])[NH2:14]. The yield is 0.870. (3) The reactants are [Si:1]([O:8][CH2:9][C@@H:10]1[CH2:14][C:13]([CH3:15])=[CH:12][N:11]1[C:16]([C:18]1[CH:23]=[C:22]([O:24][CH3:25])[C:21]([O:26][Si:27]([CH:34]([CH3:36])[CH3:35])([CH:31]([CH3:33])[CH3:32])[CH:28]([CH3:30])[CH3:29])=[CH:20][C:19]=1[N+:37]([O-])=O)=[O:17])([C:4]([CH3:7])([CH3:6])[CH3:5])([CH3:3])[CH3:2]. The catalyst is C(O)=O.C(O)C.[Zn]. The product is [NH2:37][C:19]1[CH:20]=[C:21]([O:26][Si:27]([CH:28]([CH3:29])[CH3:30])([CH:34]([CH3:36])[CH3:35])[CH:31]([CH3:33])[CH3:32])[C:22]([O:24][CH3:25])=[CH:23][C:18]=1[C:16]([N:11]1[CH:12]=[C:13]([CH3:15])[CH2:14][C@H:10]1[CH2:9][O:8][Si:1]([C:4]([CH3:7])([CH3:6])[CH3:5])([CH3:2])[CH3:3])=[O:17]. The yield is 0.800. (4) The reactants are [F:1][C:2]([F:13])([F:12])[CH2:3][CH2:4][C:5]([C:7]1[N:8]=[CH:9][O:10][CH:11]=1)=[O:6].[BH4-].[Na+].O. The catalyst is CO. The product is [F:13][C:2]([F:1])([F:12])[CH2:3][CH2:4][CH:5]([C:7]1[N:8]=[CH:9][O:10][CH:11]=1)[OH:6]. The yield is 0.630. (5) The reactants are [C:1]([NH:8][C@@H:9]([CH2:17][OH:18])[CH2:10][C@@H:11]([C:13]([F:16])([F:15])[F:14])[CH3:12])([O:3][C:4]([CH3:7])([CH3:6])[CH3:5])=[O:2].C1C=C[NH+]=CC=1.C1C=C[NH+]=CC=1.[O-:31][Cr](O[Cr]([O-])(=O)=O)(=O)=O.CN(C=O)C. The catalyst is C(OCC)(=O)C.O. The product is [C:1]([NH:8][C@@H:9]([C:17]([OH:31])=[O:18])[CH2:10][C@@H:11]([C:13]([F:16])([F:15])[F:14])[CH3:12])([O:3][C:4]([CH3:7])([CH3:6])[CH3:5])=[O:2]. The yield is 0.600. (6) The reactants are Cl.[Br:2][C:3]1[CH:8]=[CH:7][C:6]([N:9]2[C:13]([CH2:14][C@@H:15]3[CH2:19][CH2:18][NH:17][CH2:16]3)=[N:12][NH:11][C:10]2=[O:20])=[C:5]([F:21])[CH:4]=1.C(N(CC)C(C)C)(C)C.[C:31](Cl)(=[O:34])[CH2:32][CH3:33]. The product is [Br:2][C:3]1[CH:8]=[CH:7][C:6]([N:9]2[C:13]([CH2:14][C@@H:15]3[CH2:19][CH2:18][N:17]([C:31](=[O:34])[CH2:32][CH3:33])[CH2:16]3)=[N:12][NH:11][C:10]2=[O:20])=[C:5]([F:21])[CH:4]=1. The yield is 0.790. The catalyst is ClCCl. (7) The reactants are [Br:1][C:2]1[CH:7]=[CH:6][C:5]([C@@H:8]([N:10]([CH2:18][CH2:19][C:20]([C:22]2[CH:27]=[CH:26][C:25]([F:28])=[CH:24][CH:23]=2)=[O:21])[C:11](=[O:17])[O:12][C:13]([CH3:16])([CH3:15])[CH3:14])[CH3:9])=[CH:4][CH:3]=1.[BH4-].[Na+]. The catalyst is CO. The product is [Br:1][C:2]1[CH:3]=[CH:4][C:5]([C@@H:8]([N:10]([CH2:18][CH2:19][CH:20]([C:22]2[CH:23]=[CH:24][C:25]([F:28])=[CH:26][CH:27]=2)[OH:21])[C:11](=[O:17])[O:12][C:13]([CH3:14])([CH3:16])[CH3:15])[CH3:9])=[CH:6][CH:7]=1. The yield is 0.940. (8) The reactants are [C:1]([O:5][C:6]([N:8]1[CH2:12][C:11](=[N:13][O:14][CH3:15])[CH2:10][C@H:9]1[C:16]([OH:18])=[O:17])=[O:7])([CH3:4])([CH3:3])[CH3:2].C(OC(N1CC(=O)C[C@H]1C(O)=O)=O)(C)(C)C.NOC[C:38]1[CH:43]=[CH:42][C:41]([O:44][CH3:45])=[CH:40][CH:39]=1. No catalyst specified. The product is [C:1]([O:5][C:6]([N:8]1[CH2:12][C:11](=[N:13][O:14][CH2:15][C:38]2[CH:43]=[CH:42][C:41]([O:44][CH3:45])=[CH:40][CH:39]=2)[CH2:10][C@H:9]1[C:16]([OH:18])=[O:17])=[O:7])([CH3:4])([CH3:2])[CH3:3]. The yield is 0.850. (9) The reactants are [C:1]([O:4][CH2:5][C@@H:6]1[C@@H:11]([O:12][C:13](=[O:15])[CH3:14])[C@H:10]([O:16][C@@H:17]2[C@@H:22]([O:23][C:24](=[O:26])[CH3:25])[C@@H:21]([O:27][C:28](=[O:30])[CH3:29])[C@H:20]([O:31][C:32](=[O:34])[CH3:33])[C@@H:19]([CH2:35][O:36][C:37](=[O:39])[CH3:38])[O:18]2)[C@H:9]([O:40][C:41](=[O:43])[CH3:42])[C@@H:8]([CH2:44][CH:45]=[CH2:46])[O:7]1)(=[O:3])[CH3:2].C([CH:49]1[CH2:54][CH2:53][CH2:52][CH2:51][CH2:50]1)=C. The catalyst is C(Cl)Cl.Cl[Ru](=CC1C=CC=CC=1)([P](C1CCCCC1)(C1CCCCC1)C1CCCCC1)([P](C1CCCCC1)(C1CCCCC1)C1CCCCC1)Cl. The product is [C:1]([O:4][CH2:5][C@@H:6]1[C@@H:11]([O:12][C:13](=[O:15])[CH3:14])[C@H:10]([O:16][C@@H:17]2[C@@H:22]([O:23][C:24](=[O:26])[CH3:25])[C@@H:21]([O:27][C:28](=[O:30])[CH3:29])[C@H:20]([O:31][C:32](=[O:34])[CH3:33])[C@@H:19]([CH2:35][O:36][C:37](=[O:39])[CH3:38])[O:18]2)[C@H:9]([O:40][C:41](=[O:43])[CH3:42])[C@@H:8]([CH2:44]/[CH:45]=[CH:46]/[CH:49]2[CH2:54][CH2:53][CH2:52][CH2:51][CH2:50]2)[O:7]1)(=[O:3])[CH3:2]. The yield is 0.667. (10) The reactants are [NH:1]1[C:5]2=[N:6][CH:7]=[CH:8][CH:9]=[C:4]2[C:3]([C:10](=[O:12])[CH3:11])=[N:2]1.[Br:13]Br. The catalyst is Br. The product is [Br:13][CH2:11][C:10]([C:3]1[C:4]2[C:5](=[N:6][CH:7]=[CH:8][CH:9]=2)[NH:1][N:2]=1)=[O:12]. The yield is 0.710.